Dataset: Forward reaction prediction with 1.9M reactions from USPTO patents (1976-2016). Task: Predict the product of the given reaction. (1) Given the reactants [CH2:1]([N:9]1[C:17]([C:18](OC)=[O:19])=[N:16][C:15]2[C:10]1=[N:11][CH:12]=[N:13][C:14]=2[NH2:22])[CH2:2][C:3]1[CH:8]=[CH:7][CH:6]=[CH:5][CH:4]=1.[H-].[Al+3].[Li+].[H-].[H-].[H-], predict the reaction product. The product is: [CH2:1]([N:9]1[C:17]([CH2:18][OH:19])=[N:16][C:15]2[C:10]1=[N:11][CH:12]=[N:13][C:14]=2[NH2:22])[CH2:2][C:3]1[CH:4]=[CH:5][CH:6]=[CH:7][CH:8]=1. (2) Given the reactants [Cl:1][C:2]([C:6]1[CH:7]=[C:8]([OH:17])[CH:9]=[C:10]([C:12]([Cl:16])=[C:13]([Cl:15])[Cl:14])[CH:11]=1)=[C:3]([Cl:5])[Cl:4].O[CH2:19][NH:20][C:21](=[O:24])[CH2:22][Cl:23].S(=O)(=O)(O)O.C([O-])(O)=O.[Na+], predict the reaction product. The product is: [Cl:23][CH2:22][C:21]([NH:20][CH2:19][C:7]1[C:6]([C:2]([Cl:1])=[C:3]([Cl:5])[Cl:4])=[CH:11][C:10]([C:12]([Cl:16])=[C:13]([Cl:14])[Cl:15])=[CH:9][C:8]=1[OH:17])=[O:24].